The task is: Predict which catalyst facilitates the given reaction.. This data is from Catalyst prediction with 721,799 reactions and 888 catalyst types from USPTO. (1) Reactant: B(Br)(Br)Br.[Cl:5][C:6]1[C:15]2[C:10](=[CH:11][C:12]([CH3:16])=[CH:13][CH:14]=2)[N:9]=[C:8]([C:17]2[CH:22]=[CH:21][CH:20]=[CH:19][C:18]=2[O:23]C)[N:7]=1.C(=O)=O. Product: [Cl:5][C:6]1[C:15]2[C:10](=[CH:11][C:12]([CH3:16])=[CH:13][CH:14]=2)[N:9]=[C:8]([C:17]2[CH:22]=[CH:21][CH:20]=[CH:19][C:18]=2[OH:23])[N:7]=1. The catalyst class is: 793. (2) Reactant: [CH3:1][C:2]1([CH3:14])[C:6]([CH3:8])([CH3:7])[O:5][B:4]([C:9]2[CH:10]=[N:11][NH:12][CH:13]=2)[O:3]1.[C:15]([O:19][C:20](=[O:25])[NH:21][CH2:22][CH2:23]Br)([CH3:18])([CH3:17])[CH3:16].C([O-])([O-])=O.[Cs+].[Cs+]. Product: [CH3:1][C:2]1([CH3:14])[C:6]([CH3:7])([CH3:8])[O:5][B:4]([C:9]2[CH:13]=[N:12][N:11]([CH2:23][CH2:22][NH:21][C:20](=[O:25])[O:19][C:15]([CH3:18])([CH3:17])[CH3:16])[CH:10]=2)[O:3]1. The catalyst class is: 144. (3) Reactant: [Br:1][C:2]1[CH:7]=[CH:6][C:5]([N+:8]([O-:10])=[O:9])=[C:4](F)[CH:3]=1.[O:12]1[CH2:17][CH2:16][CH:15]([NH2:18])[CH2:14][CH2:13]1.C([O-])([O-])=O.[K+].[K+].O. Product: [Br:1][C:2]1[CH:7]=[CH:6][C:5]([N+:8]([O-:10])=[O:9])=[C:4]([NH:18][CH:15]2[CH2:16][CH2:17][O:12][CH2:13][CH2:14]2)[CH:3]=1. The catalyst class is: 3. (4) Reactant: C([O:3][C:4]([C:6]1[CH:10]=[C:9]([C:11]([CH3:14])([CH3:13])[CH3:12])[NH:8][N:7]=1)=[O:5])C.[OH-].[Na+].Cl. Product: [C:11]([C:9]1[NH:8][N:7]=[C:6]([C:4]([OH:5])=[O:3])[CH:10]=1)([CH3:14])([CH3:12])[CH3:13]. The catalyst class is: 12. (5) The catalyst class is: 17. Reactant: [NH2:1][C:2]1[CH:7]=[C:6]([CH3:8])[CH:5]=[C:4]([O:9][CH2:10][CH2:11][C:12]2[CH:17]=[CH:16][C:15]([C:18]#[N:19])=[CH:14][CH:13]=2)[CH:3]=1.[C:20]1([S:26](Cl)(=[O:28])=[O:27])[CH:25]=[CH:24][CH:23]=[CH:22][CH:21]=1.C([O-])(O)=O.[Na+]. Product: [C:18]([C:15]1[CH:14]=[CH:13][C:12]([CH2:11][CH2:10][O:9][C:4]2[CH:3]=[C:2]([NH:1][S:26]([C:20]3[CH:25]=[CH:24][CH:23]=[CH:22][CH:21]=3)(=[O:28])=[O:27])[CH:7]=[C:6]([CH3:8])[CH:5]=2)=[CH:17][CH:16]=1)#[N:19]. (6) Reactant: [NH:1]1[C:6]2[CH:7]=[CH:8][CH:9]=[CH:10][C:5]=2[C:4](=[O:11])[O:3][C:2]1=[O:12].[H-].[Na+].[F:15][C:16]1[CH:23]=[CH:22][C:19]([CH2:20]Br)=[CH:18][CH:17]=1.O. Product: [F:15][C:16]1[CH:23]=[CH:22][C:19]([CH2:20][N:1]2[C:6]3[CH:7]=[CH:8][CH:9]=[CH:10][C:5]=3[C:4](=[O:11])[O:3][C:2]2=[O:12])=[CH:18][CH:17]=1. The catalyst class is: 9.